Dataset: Full USPTO retrosynthesis dataset with 1.9M reactions from patents (1976-2016). Task: Predict the reactants needed to synthesize the given product. (1) Given the product [CH:1]1([CH2:4][N:5]([CH2:30][CH2:31][CH3:32])[C:6]2[N:11]=[CH:10][N:9]=[C:8]([C:12]([NH:14][C:15]3[CH:23]=[CH:22][C:21]4[C:17](=[CH:18][N:19]([CH2:24][C:25]([OH:27])=[O:26])[N:20]=4)[CH:16]=3)=[O:13])[CH:7]=2)[CH2:3][CH2:2]1, predict the reactants needed to synthesize it. The reactants are: [CH:1]1([CH2:4][N:5]([CH2:30][CH2:31][CH3:32])[C:6]2[N:11]=[CH:10][N:9]=[C:8]([C:12]([NH:14][C:15]3[CH:23]=[CH:22][C:21]4[C:17](=[CH:18][N:19]([CH2:24][C:25]([O:27]CC)=[O:26])[N:20]=4)[CH:16]=3)=[O:13])[CH:7]=2)[CH2:3][CH2:2]1.[OH-].[Na+].O.Cl. (2) The reactants are: [Cl:1][C:2]1[CH:3]=[C:4]([C@@H:12]([CH2:16][CH:17]2[CH2:22][CH2:21][C:20](=[O:23])[CH2:19][CH2:18]2)[C:13](O)=[O:14])[CH:5]=[CH:6][C:7]=1[S:8]([CH3:11])(=[O:10])=[O:9].C1(P(C2C=CC=CC=2)C2C=CC=CC=2)C=CC=CC=1.BrN1C(=O)CCC1=O.[NH2:51][C:52]1[CH:57]=[N:56][C:55]([Cl:58])=[CH:54][N:53]=1.N1C(C)=CC=CC=1C. Given the product [Cl:1][C:2]1[CH:3]=[C:4]([C@@H:12]([CH2:16][CH:17]2[CH2:18][CH2:19][C:20](=[O:23])[CH2:21][CH2:22]2)[C:13]([NH:51][C:52]2[CH:57]=[N:56][C:55]([Cl:58])=[CH:54][N:53]=2)=[O:14])[CH:5]=[CH:6][C:7]=1[S:8]([CH3:11])(=[O:9])=[O:10], predict the reactants needed to synthesize it. (3) Given the product [CH3:1][C:2]1([CH3:32])[CH2:7][CH2:6][C:5]([C:8]2[CH:13]=[C:12]([C:14]3([CH2:20][N:33]4[CH2:38][CH2:37][O:36][CH2:35][CH2:34]4)[CH2:19][CH2:18][O:17][CH2:16][CH2:15]3)[CH:11]=[CH:10][C:9]=2[NH:22][C:23]([C:25]2[NH:26][CH:27]=[C:28]([C:30]#[N:31])[N:29]=2)=[O:24])=[CH:4][CH2:3]1, predict the reactants needed to synthesize it. The reactants are: [CH3:1][C:2]1([CH3:32])[CH2:7][CH2:6][C:5]([C:8]2[CH:13]=[C:12]([C:14]3([CH:20]=O)[CH2:19][CH2:18][O:17][CH2:16][CH2:15]3)[CH:11]=[CH:10][C:9]=2[NH:22][C:23]([C:25]2[NH:26][CH:27]=[C:28]([C:30]#[N:31])[N:29]=2)=[O:24])=[CH:4][CH2:3]1.[NH:33]1[CH2:38][CH2:37][O:36][CH2:35][CH2:34]1.C(O[BH-](OC(=O)C)OC(=O)C)(=O)C.[Na+].CCOC(C)=O.C(Cl)Cl. (4) Given the product [CH2:12]([N:7]1[CH2:8][CH2:9][C:10](=[O:11])[CH:5]([CH2:19][C:20]2[CH:25]=[CH:24][CH:23]=[CH:22][CH:21]=2)[CH2:6]1)[C:13]1[CH:14]=[CH:15][CH:16]=[CH:17][CH:18]=1, predict the reactants needed to synthesize it. The reactants are: COC([C:5]1([CH2:19][C:20]2[CH:25]=[CH:24][CH:23]=[CH:22][CH:21]=2)[C:10](=[O:11])[CH2:9][CH2:8][N:7]([CH2:12][C:13]2[CH:18]=[CH:17][CH:16]=[CH:15][CH:14]=2)[CH2:6]1)=O.[OH-].[Na+]. (5) Given the product [NH2:37][C:36]1[CH:35]=[C:34]([C:2]2[C:3]([CH3:25])=[CH:4][CH:5]=[C:6]3[C:11]=2[N:10]=[C:9]([NH:12][C:13]2[CH:18]=[CH:17][C:16]([N:19]4[CH2:20][CH2:21][O:22][CH2:23][CH2:24]4)=[CH:15][CH:14]=2)[N:8]=[CH:7]3)[CH:40]=[CH:39][CH:38]=1, predict the reactants needed to synthesize it. The reactants are: Br[C:2]1[C:3]([CH3:25])=[CH:4][CH:5]=[C:6]2[C:11]=1[N:10]=[C:9]([NH:12][C:13]1[CH:18]=[CH:17][C:16]([N:19]3[CH2:24][CH2:23][O:22][CH2:21][CH2:20]3)=[CH:15][CH:14]=1)[N:8]=[CH:7]2.CC1(C)C(C)(C)OB([C:34]2[CH:35]=[C:36]([CH:38]=[CH:39][CH:40]=2)[NH2:37])O1.C([O-])([O-])=O.[Na+].[Na+].